From a dataset of Full USPTO retrosynthesis dataset with 1.9M reactions from patents (1976-2016). Predict the reactants needed to synthesize the given product. Given the product [OH:23][N:22]([C:24]1[CH:29]=[CH:28][CH:27]=[CH:26][CH:25]=1)[C:12](=[O:21])/[CH:13]=[CH:14]/[C:15]1[CH:20]=[CH:19][CH:18]=[CH:17][CH:16]=1, predict the reactants needed to synthesize it. The reactants are: C1CCN2C(=NCCC2)CC1.[CH:12](=[O:21])/[CH:13]=[CH:14]/[C:15]1[CH:20]=[CH:19][CH:18]=[CH:17][CH:16]=1.[N:22]([C:24]1[CH:29]=[CH:28][CH:27]=[CH:26][CH:25]=1)=[O:23].